From a dataset of Reaction yield outcomes from USPTO patents with 853,638 reactions. Predict the reaction yield, written as a fraction of the theoretical maximum amount of product (1.0 means a 100% yield; for example, 0.34 means a 34% yield). (1) The reactants are Br[C:2]1[S:3][C:4]([CH:7]=O)=[CH:5][CH:6]=1.[CH2:9]([NH:15][CH2:16][CH2:17][CH2:18][CH2:19][CH2:20][CH3:21])[CH2:10][CH2:11][CH2:12][CH2:13][CH3:14].ClC1C=CC(N)=CC=1.[C:30]([C:32]1[C:33](=[C:40]([C:43]#[N:44])[C:41]#[N:42])[O:34][C:35]([CH3:39])([CH3:38])[C:36]=1[CH3:37])#[N:31]. The catalyst is C1(C)C=CC(S(O)(=O)=O)=CC=1.N1C=CC=CC=1.C(O)C.C(O)(=O)C. The product is [C:30]([C:32]1[C:33](=[C:40]([C:41]#[N:42])[C:43]#[N:44])[O:34][C:35]([CH3:38])([CH3:39])[C:36]=1[CH:37]=[CH:7][C:4]1[S:3][C:2]([N:15]([CH2:9][CH2:10][CH2:11][CH2:12][CH2:13][CH3:14])[CH2:16][CH2:17][CH2:18][CH2:19][CH2:20][CH3:21])=[CH:6][CH:5]=1)#[N:31]. The yield is 0.400. (2) The reactants are [CH3:1][C:2]1[CH:7]=[CH:6][N:5]=[CH:4][C:3]=1[N:8]1[C:12]2[CH:13]=[CH:14][CH:15]=[CH:16][C:11]=2[NH:10][C:9]1=[O:17].I[C:19]1[CH:27]=[CH:26][C:22]2[N:23]=[CH:24][S:25][C:21]=2[CH:20]=1.CNC1CCCCC1NC.P([O-])([O-])([O-])=O.[K+].[K+].[K+]. The catalyst is [Cu](I)I.O1CCOCC1. The product is [S:25]1[C:21]2[CH:20]=[C:19]([N:10]3[C:11]4[CH:16]=[CH:15][CH:14]=[CH:13][C:12]=4[N:8]([C:3]4[CH:4]=[N:5][CH:6]=[CH:7][C:2]=4[CH3:1])[C:9]3=[O:17])[CH:27]=[CH:26][C:22]=2[N:23]=[CH:24]1. The yield is 0.105. (3) The catalyst is O. The product is [CH3:2][O:3][C:4]1[C:17]([O:18][CH3:19])=[CH:16][CH:15]=[CH:14][C:5]=1[C:6]([CH:8]1[CH2:9][CH2:10][N:11]([C:25]([O:27][C:28]([CH3:31])([CH3:30])[CH3:29])=[O:26])[CH2:12][CH2:13]1)=[O:7]. The reactants are Cl.[CH3:2][O:3][C:4]1[C:17]([O:18][CH3:19])=[CH:16][CH:15]=[CH:14][C:5]=1[C:6]([CH:8]1[CH2:13][CH2:12][NH:11][CH2:10][CH2:9]1)=[O:7].[OH-].[Na+].C(O)C.[C:25](O[C:25]([O:27][C:28]([CH3:31])([CH3:30])[CH3:29])=[O:26])([O:27][C:28]([CH3:31])([CH3:30])[CH3:29])=[O:26]. The yield is 0.900. (4) The reactants are [C:1]([O:5][C:6](=[O:36])[NH:7][C:8]1([C:12]2[CH:17]=[CH:16][C:15](C3C(=O)C4C(=CC=C(F)C=4)OC=3C3C=CC=CC=3)=[CH:14][CH:13]=2)[CH2:11][CH2:10][CH2:9]1)([CH3:4])([CH3:3])[CH3:2].[Br:37][C:38]1[C:39]([O:56][CH3:57])=[CH:40][CH:41]=[C:42]2[C:47]=1[O:46][C:45]([C:48]1[CH:53]=[CH:52][CH:51]=[CH:50][CH:49]=1)=[C:44](I)[C:43]2=[O:55]. No catalyst specified. The product is [C:1]([O:5][C:6](=[O:36])[NH:7][C:8]1([C:12]2[CH:13]=[CH:14][C:15]([C:44]3[C:43](=[O:55])[C:42]4[C:47](=[C:38]([Br:37])[C:39]([O:56][CH3:57])=[CH:40][CH:41]=4)[O:46][C:45]=3[C:48]3[CH:53]=[CH:52][CH:51]=[CH:50][CH:49]=3)=[CH:16][CH:17]=2)[CH2:9][CH2:10][CH2:11]1)([CH3:4])([CH3:2])[CH3:3]. The yield is 0.400. (5) The reactants are C(C(=[C:16]1[C:28]2[C:20]([CH:21]=[C:22]3[C:27]=2[CH:26]=[C:25]([C:29]([CH3:32])([CH3:31])[CH3:30])[C:24]([C:33]2[CH:42]=[CH:41][C:40]4[C:35](=[CH:36][CH:37]=[CH:38][CH:39]=4)[CH:34]=2)=[CH:23]3)=[C:19](C2C=CC=C2)[C:18]([C:48]2[CH:57]=[CH:56][C:55]3[C:50](=[CH:51][CH:52]=[CH:53][CH:54]=3)[CH:49]=2)=[C:17]1[C:58]([CH3:61])([CH3:60])[CH3:59])CC1C=CC=CC=1)C1C=CC=CC=1.C(O[CH2:65][CH3:66])C.[CH2:67]([Li])[CH2:68][CH2:69][CH3:70].[Cl-:72].[Cl-].[Cl-].[Cl-].[Zr+4:76]. The catalyst is CCCCCC. The product is [Cl-:72].[Cl-:72].[CH2:67]([C:59](=[Zr+2:76]([CH:66]1[CH:65]=[CH:33][CH:24]=[CH:25]1)[C:19]1[C:20]2[CH2:21][C:22]3[C:27](=[CH:26][C:25]([C:29]([CH3:30])([CH3:31])[CH3:32])=[C:24]([C:33]4[CH:42]=[CH:41][C:40]5[C:35](=[CH:36][CH:37]=[CH:38][CH:39]=5)[CH:34]=4)[CH:23]=3)[C:28]=2[CH:16]=[C:17]([C:58]([CH3:61])([CH3:60])[CH3:59])[C:18]=1[C:48]1[CH:57]=[CH:56][C:55]2[C:50](=[CH:51][CH:52]=[CH:53][CH:54]=2)[CH:49]=1)[CH2:58][C:17]1[CH:16]=[CH:28][CH:20]=[CH:19][CH:18]=1)[C:68]1[CH:23]=[CH:22][CH:21]=[CH:70][CH:69]=1. The yield is 0.490. (6) The reactants are C(OC(=O)[NH:7][CH2:8][C:9]1[CH:14]=[CH:13][C:12]([N:15]2[C:23]3[C:18](=[CH:19][CH:20]=[CH:21][CH:22]=3)[C:17]([Cl:24])=[C:16]2[C:25]#[N:26])=[CH:11][CH:10]=1)(C)(C)C.Cl. The catalyst is C(OCC)(=O)C.C(OCC)C. The product is [ClH:24].[NH2:7][CH2:8][C:9]1[CH:14]=[CH:13][C:12]([N:15]2[C:23]3[C:18](=[CH:19][CH:20]=[CH:21][CH:22]=3)[C:17]([Cl:24])=[C:16]2[C:25]#[N:26])=[CH:11][CH:10]=1. The yield is 0.900. (7) The reactants are Br[C:2]1[CH:24]=[CH:23][C:5]2[C:6]3[N:10]([CH2:11][CH2:12][O:13][C:4]=2[CH:3]=1)[CH:9]=[C:8]([C:14]1[N:15]([CH:20]([CH3:22])[CH3:21])[N:16]=[C:17]([CH3:19])[N:18]=1)[N:7]=3.[C:25]([O:29][C:30]([N:32]1[CH2:37][CH:36]=[C:35](B2OC(C)(C)C(C)(C)O2)[CH2:34][CH2:33]1)=[O:31])([CH3:28])([CH3:27])[CH3:26].C(Cl)Cl.C(=O)([O-])[O-].[K+].[K+]. The catalyst is CN(C=O)C.C(OCC)(=O)C.O. The product is [C:25]([O:29][C:30]([N:32]1[CH2:33][CH:34]=[C:35]([C:2]2[CH:24]=[CH:23][C:5]3[C:6]4[N:10]([CH2:11][CH2:12][O:13][C:4]=3[CH:3]=2)[CH:9]=[C:8]([C:14]2[N:15]([CH:20]([CH3:22])[CH3:21])[N:16]=[C:17]([CH3:19])[N:18]=2)[N:7]=4)[CH2:36][CH2:37]1)=[O:31])([CH3:28])([CH3:26])[CH3:27]. The yield is 0.990. (8) The product is [CH2:1]([C:4]1([NH:19][C:27]([O:29][C:30]([CH3:33])([CH3:32])[CH3:31])=[O:28])[CH2:8][CH2:7][C@@H:6]([C:9]([O:11][CH2:12][C:13]2[CH:18]=[CH:17][CH:16]=[CH:15][CH:14]=2)=[O:10])[CH2:5]1)[CH:2]=[CH2:3]. The reactants are [CH2:1]([C:4]1([NH2:19])[CH2:8][CH2:7][C@@H:6]([C:9]([O:11][CH2:12][C:13]2[CH:18]=[CH:17][CH:16]=[CH:15][CH:14]=2)=[O:10])[CH2:5]1)[CH:2]=[CH2:3].C(N(CC)CC)C.[C:27](O[C:27]([O:29][C:30]([CH3:33])([CH3:32])[CH3:31])=[O:28])([O:29][C:30]([CH3:33])([CH3:32])[CH3:31])=[O:28]. The yield is 0.940. The catalyst is ClCCl. (9) The reactants are [CH:1]1([C:4]2[CH:9]=[CH:8][N:7]=[CH:6][C:5]=2[N:10]2[CH2:14][CH2:13][NH:12][C:11]2=[O:15])[CH2:3][CH2:2]1.Br[C:17]1[CH:18]=[CH:19][C:20]2[C:24]([CH3:25])=[CH:23][S:22][C:21]=2[CH:26]=1.CN[C@@H]1CCCC[C@H]1NC.P([O-])([O-])([O-])=O.[K+].[K+].[K+]. The catalyst is [Cu](I)I.O1CCOCC1. The product is [CH:1]1([C:4]2[CH:9]=[CH:8][N:7]=[CH:6][C:5]=2[N:10]2[CH2:14][CH2:13][N:12]([C:17]3[CH:18]=[CH:19][C:20]4[C:24]([CH3:25])=[CH:23][S:22][C:21]=4[CH:26]=3)[C:11]2=[O:15])[CH2:3][CH2:2]1. The yield is 0.260.